Dataset: Catalyst prediction with 721,799 reactions and 888 catalyst types from USPTO. Task: Predict which catalyst facilitates the given reaction. (1) Reactant: [CH3:1][C:2]1[CH2:6][N:5]([C:7]([O:9][C:10]([CH3:13])([CH3:12])[CH3:11])=[O:8])[C@H:4]([C:14]2[NH:15][C:16]([C:19]3[CH:24]=[CH:23][C:22]([C:25]#[C:26][Si](C)(C)C)=[CH:21][CH:20]=3)=[CH:17][N:18]=2)[CH:3]=1.C([O-])([O-])=O.[K+].[K+]. Product: [C:25]([C:22]1[CH:21]=[CH:20][C:19]([C:16]2[NH:15][C:14]([C@@H:4]3[CH:3]=[C:2]([CH3:1])[CH2:6][N:5]3[C:7]([O:9][C:10]([CH3:13])([CH3:12])[CH3:11])=[O:8])=[N:18][CH:17]=2)=[CH:24][CH:23]=1)#[CH:26]. The catalyst class is: 36. (2) Reactant: [CH3:1][CH:2]1[CH2:6][CH2:5][CH2:4][N:3]1[C:7]1[N:12]=[C:11]([NH:13][C:14]2[C:15]3[N:16]([CH:29]=[CH:30][N:31]=3)[N:17]=[C:18]([C:20]3[CH:21]=[C:22]([CH:26]=[CH:27][CH:28]=3)[C:23]([OH:25])=O)[CH:19]=2)[CH:10]=[CH:9][CH:8]=1.[NH2:32][CH:33]([CH3:36])[CH2:34][OH:35].CN1C=CN=C1.CCN=C=NCCCN(C)C. Product: [OH:35][CH2:34][CH:33]([NH:32][C:23](=[O:25])[C:22]1[CH:26]=[CH:27][CH:28]=[C:20]([C:18]2[CH:19]=[C:14]([NH:13][C:11]3[CH:10]=[CH:9][CH:8]=[C:7]([N:3]4[CH2:4][CH2:5][CH2:6][CH:2]4[CH3:1])[N:12]=3)[C:15]3[N:16]([CH:29]=[CH:30][N:31]=3)[N:17]=2)[CH:21]=1)[CH3:36]. The catalyst class is: 139. (3) Reactant: [H-].[Na+].[C:3]([CH:6]1[CH2:11][CH2:10][N:9]([C:12]([O:14][C:15]([CH3:18])([CH3:17])[CH3:16])=[O:13])[CH2:8][CH2:7]1)(=[O:5])[CH3:4].[C:19]1([CH2:25][C:26](OC)=[O:27])[CH:24]=[CH:23][CH:22]=[CH:21][CH:20]=1.Cl. Product: [C:15]([O:14][C:12]([N:9]1[CH2:8][CH2:7][CH:6]([C:3](=[O:5])[CH2:4][C:26](=[O:27])[CH2:25][C:19]2[CH:24]=[CH:23][CH:22]=[CH:21][CH:20]=2)[CH2:11][CH2:10]1)=[O:13])([CH3:18])([CH3:17])[CH3:16]. The catalyst class is: 116. (4) Product: [Br:1][CH2:2][CH2:3][O:4][C:5]1[CH:10]=[C:9]([O:11][CH3:12])[C:8]([Cl:13])=[CH:7][C:6]=1[NH:14][C:22](=[O:24])[CH3:23]. Reactant: [Br:1][CH2:2][CH2:3][O:4][C:5]1[CH:10]=[C:9]([O:11][CH3:12])[C:8]([Cl:13])=[CH:7][C:6]=1[NH2:14].C(N(CC)CC)C.[C:22](Cl)(=[O:24])[CH3:23]. The catalyst class is: 1. (5) Reactant: [C:1]([C:3]1[CH:4]=[C:5]2[C:9](=[CH:10][CH:11]=1)[N:8]([S:12]([C:15]1[CH:20]=[CH:19][C:18]([O:21][CH3:22])=[CH:17][C:16]=1[O:23][CH3:24])(=[O:14])=[O:13])[C:7](=[O:25])[C:6]2([OH:35])[C:26]1[CH:31]=[CH:30][CH:29]=[CH:28][C:27]=1[O:32][CH2:33][CH3:34])#[N:2].Cl[C:37]([O:39][C:40]1[CH:45]=[CH:44][CH:43]=[CH:42][CH:41]=1)=[O:38]. Product: [C:37](=[O:38])([O:39][C:40]1[CH:45]=[CH:44][CH:43]=[CH:42][CH:41]=1)[O:35][C:6]1([C:26]2[CH:31]=[CH:30][CH:29]=[CH:28][C:27]=2[O:32][CH2:33][CH3:34])[C:5]2[C:9](=[CH:10][CH:11]=[C:3]([C:1]#[N:2])[CH:4]=2)[N:8]([S:12]([C:15]2[CH:20]=[CH:19][C:18]([O:21][CH3:22])=[CH:17][C:16]=2[O:23][CH3:24])(=[O:14])=[O:13])[C:7]1=[O:25]. The catalyst class is: 298. (6) Reactant: [N:1]1([C:6]2[CH2:11][CH2:10][C:9]([CH3:13])([CH3:12])[CH:8]([NH2:14])[CH:7]=2)[CH:5]=[CH:4][N:3]=[CH:2]1.F[C:16]1[CH:21]=[CH:20][C:19]([N+:22]([O-:24])=[O:23])=[C:18]([CH3:25])[CH:17]=1.CCN(C(C)C)C(C)C. Product: [N:1]1([C:6]2[CH2:11][CH2:10][C:9]([CH3:12])([CH3:13])[CH:8]([NH:14][C:16]3[CH:21]=[CH:20][C:19]([N+:22]([O-:24])=[O:23])=[C:18]([CH3:25])[CH:17]=3)[CH:7]=2)[CH:5]=[CH:4][N:3]=[CH:2]1. The catalyst class is: 16. (7) Reactant: [Cl:1][C:2]1[CH:8]=[C:7]([O:9][C:10]2[C:19]3[C:14](=[CH:15][C:16]([O:22][CH3:23])=[C:17]([O:20][CH3:21])[CH:18]=3)[N:13]=[CH:12][N:11]=2)[CH:6]=[CH:5][C:3]=1[NH2:4].C1(C)C=CC=CC=1.C(N(CC)CC)C.Cl[C:39](Cl)([O:41]C(=O)OC(Cl)(Cl)Cl)Cl.[F:50][C:51]1[CH:59]=[CH:58][C:54]([CH:55]([OH:57])[CH3:56])=[CH:53][CH:52]=1. Product: [Cl:1][C:2]1[CH:8]=[C:7]([O:9][C:10]2[C:19]3[C:14](=[CH:15][C:16]([O:22][CH3:23])=[C:17]([O:20][CH3:21])[CH:18]=3)[N:13]=[CH:12][N:11]=2)[CH:6]=[CH:5][C:3]=1[NH:4][C:39](=[O:41])[O:57][CH:55]([C:54]1[CH:58]=[CH:59][C:51]([F:50])=[CH:52][CH:53]=1)[CH3:56]. The catalyst class is: 2. (8) Reactant: [C:1]([NH:5][C:6]([C:8]1[C:16]2[C:11](=[N:12][CH:13]=[C:14]([C:17]3[C:25]4[C:20](=[CH:21][CH:22]=[C:23]([O:26][CH:27]([F:29])[F:28])[CH:24]=4)[NH:19][N:18]=3)[N:15]=2)[N:10]([CH2:30][O:31][CH2:32][CH2:33][Si:34]([CH3:37])([CH3:36])[CH3:35])[CH:9]=1)=[O:7])([CH3:4])([CH3:3])[CH3:2].Cl[CH2:39][CH2:40][C:41]([N:43]([CH3:45])[CH3:44])=[O:42].C(=O)([O-])[O-].[Cs+].[Cs+]. Product: [C:1]([NH:5][C:6]([C:8]1[C:16]2[C:11](=[N:12][CH:13]=[C:14]([C:17]3[C:25]4[C:20](=[CH:21][CH:22]=[C:23]([O:26][CH:27]([F:28])[F:29])[CH:24]=4)[N:19]([CH2:39][CH2:40][C:41]([N:43]([CH3:45])[CH3:44])=[O:42])[N:18]=3)[N:15]=2)[N:10]([CH2:30][O:31][CH2:32][CH2:33][Si:34]([CH3:37])([CH3:36])[CH3:35])[CH:9]=1)=[O:7])([CH3:4])([CH3:3])[CH3:2]. The catalyst class is: 9. (9) The catalyst class is: 1. Reactant: N1C=CC=CC=1S[C:8](=[O:13])[CH2:9][CH2:10][C:11]#[CH:12].[CH:14]1([Mg]Br)[CH2:18][CH2:17][CH2:16][CH2:15]1.Cl. Product: [CH:14]1([C:8](=[O:13])[CH2:9][CH2:10][C:11]#[CH:12])[CH2:18][CH2:17][CH2:16][CH2:15]1.